This data is from Forward reaction prediction with 1.9M reactions from USPTO patents (1976-2016). The task is: Predict the product of the given reaction. (1) Given the reactants [F:1][C:2]1[CH:16]=[CH:15][C:5]([C:6]([C:8]2[CH:13]=[CH:12][C:11]([F:14])=[CH:10][CH:9]=2)=[O:7])=[CH:4][CH:3]=1.O.[OH-].[Na+:19].[Na+].[Cl-].O[S:23]([OH:26])(=[O:25])=[O:24].[O:27]=[S:28](=[O:30])=[O:29], predict the reaction product. The product is: [CH:13]1[C:8]([C:6]([C:5]2[CH:15]=[CH:16][C:2]([F:1])=[C:3]([S:23]([O-:26])(=[O:25])=[O:24])[CH:4]=2)=[O:7])=[CH:9][C:10]([S:28]([O-:30])(=[O:29])=[O:27])=[C:11]([F:14])[CH:12]=1.[Na+:19].[Na+:19]. (2) Given the reactants [OH:1][CH:2]1[CH2:7][CH2:6][N:5]([CH2:8][C:9]2[CH:14]=[CH:13][CH:12]=[CH:11][CH:10]=2)[CH2:4][CH:3]1[C:15]([NH2:17])=O.B.CSC.CO, predict the reaction product. The product is: [NH2:17][CH2:15][CH:3]1[CH:2]([OH:1])[CH2:7][CH2:6][N:5]([CH2:8][C:9]2[CH:14]=[CH:13][CH:12]=[CH:11][CH:10]=2)[CH2:4]1. (3) Given the reactants [C:1]1([C:7]2[C:16]([N:17]3[CH2:22][CH2:21][CH:20]([NH:23][C:24]4[CH:29]=[CH:28][CH:27]=[CH:26][CH:25]=4)[CH2:19][CH2:18]3)=[N:15][C:14]3[C:9](=[CH:10][CH:11]=[C:12]([C:30]([O:32]C)=[O:31])[CH:13]=3)[N:8]=2)[CH:6]=[CH:5][CH:4]=[CH:3][CH:2]=1.[H-].[Na+].[CH3:36]I, predict the reaction product. The product is: [CH3:36][N:23]([C:24]1[CH:29]=[CH:28][CH:27]=[CH:26][CH:25]=1)[CH:20]1[CH2:19][CH2:18][N:17]([C:16]2[C:7]([C:1]3[CH:6]=[CH:5][CH:4]=[CH:3][CH:2]=3)=[N:8][C:9]3[C:14]([N:15]=2)=[CH:13][C:12]([C:30]([OH:32])=[O:31])=[CH:11][CH:10]=3)[CH2:22][CH2:21]1. (4) Given the reactants [F:1][CH:2]([F:13])[CH:3]1[C:12]2[C:7](=[CH:8][CH:9]=[CH:10][CH:11]=2)[NH:6][CH2:5][CH2:4]1.I[CH2:15][C:16]([NH2:18])=[O:17].CCN(C(C)C)C(C)C.[OH-].[Na+], predict the reaction product. The product is: [F:13][CH:2]([F:1])[CH:3]1[C:12]2[C:7](=[CH:8][CH:9]=[CH:10][CH:11]=2)[N:6]([CH2:15][C:16]([NH2:18])=[O:17])[CH2:5][CH2:4]1. (5) Given the reactants [CH2:1]([O:8][C:9]([N:11]1[CH2:15][C@H:14](O)[C@@H:13]([CH2:17][Br:18])[CH2:12]1)=[O:10])[C:2]1[CH:7]=[CH:6][CH:5]=[CH:4][CH:3]=1.C(N(S(F)(F)[F:25])CC)C.C(=O)(O)[O-].[Na+], predict the reaction product. The product is: [CH2:1]([O:8][C:9]([N:11]1[CH2:15][C@@H:14]([F:25])[C@@H:13]([CH2:17][Br:18])[CH2:12]1)=[O:10])[C:2]1[CH:7]=[CH:6][CH:5]=[CH:4][CH:3]=1. (6) Given the reactants [ClH:1].[Br:2][C:3]1[CH:4]=[C:5]2[C:10](=[CH:11][CH:12]=1)[C:9]([CH2:13][N:14]1[C:20](=[O:21])[C@@H:19]([NH:22][C:23](=[O:36])[C@@H:24]([N:27](C)[C:28](=O)OC(C)(C)C)[CH2:25][CH3:26])[CH2:18][O:17][C:16]3[CH:37]=[CH:38][CH:39]=[CH:40][C:15]1=3)=[C:8]([O:41][CH3:42])[CH:7]=[CH:6]2, predict the reaction product. The product is: [ClH:1].[Br:2][C:3]1[CH:4]=[C:5]2[C:10](=[CH:11][CH:12]=1)[C:9]([CH2:13][N:14]1[C:20](=[O:21])[C@@H:19]([NH:22][C:23](=[O:36])[C@@H:24]([NH:27][CH3:28])[CH2:25][CH3:26])[CH2:18][O:17][C:16]3[CH:37]=[CH:38][CH:39]=[CH:40][C:15]1=3)=[C:8]([O:41][CH3:42])[CH:7]=[CH:6]2. (7) Given the reactants [O:1]1[C@@H:7]2[C@@H:2]1[C:3]([CH3:18])([CH3:17])[O:4][C:5]1[CH:11]=[C:10]([N+:12]([O-:14])=[O:13])[C:9]([O:15][CH3:16])=[CH:8][C:6]=12.Cl([O-])(=O)(=O)=O.[Li+].[Cl-].[NH4+:26], predict the reaction product. The product is: [CH3:16][O:15][C:9]1[C:10]([N+:12]([O-:14])=[O:13])=[CH:11][C:5]2[O:4][C:3]([CH3:18])([CH3:17])[C@H:2]([OH:1])[C@@H:7]([NH:26][CH2:2][CH2:7][C:6]3[CH:8]=[CH:9][CH:10]=[CH:11][CH:5]=3)[C:6]=2[CH:8]=1.